From a dataset of Forward reaction prediction with 1.9M reactions from USPTO patents (1976-2016). Predict the product of the given reaction. (1) Given the reactants C(C(O[SiH3])C(C)(C)OC1C=CC(OCC#C[C:16]2(O)[C:25]3[C:20](=[CH:21][C:22](OCOC)=[CH:23][CH:24]=3)[S:19][CH2:18][C:17]2(C2C=CC(OCOC)=CC=2)[CH3:30])=CC=1)(C)(C)C.C([BH3-])#N.[Na+].O, predict the reaction product. The product is: [CH3:30][CH:17]1[CH2:16][C:25]2[C:20](=[CH:21][CH:22]=[CH:23][CH:24]=2)[S:19][CH2:18]1. (2) The product is: [CH3:1][O:2][C:3]1[C:16]([O:17][CH3:18])=[CH:15][CH:14]=[C:13]([C:19]2[CH:20]=[C:21]3[C:25](=[CH:26][CH:27]=2)[C:24](=[O:28])[CH2:23][CH2:22]3)[C:4]=1[O:5][CH2:6][C:7]([CH3:11])([CH3:12])[C:8]([NH:32][CH:29]([CH3:31])[CH3:30])=[O:10]. Given the reactants [CH3:1][O:2][C:3]1[C:16]([O:17][CH3:18])=[CH:15][CH:14]=[C:13]([C:19]2[CH:20]=[C:21]3[C:25](=[CH:26][CH:27]=2)[C:24](=[O:28])[CH2:23][CH2:22]3)[C:4]=1[O:5][CH2:6][C:7]([CH3:12])([CH3:11])[C:8]([OH:10])=O.[CH:29]([NH2:32])([CH3:31])[CH3:30].COC1C(OC)=CC=C(C2C=C3C(=CC=2)C(=O)CC3)C=1OCC(C)(C)C(NC)=O, predict the reaction product. (3) Given the reactants [Br:1][C:2]1[CH:7]=[CH:6][C:5]([CH:8]([C:18]2[CH:23]=[CH:22][CH:21]=[CH:20][C:19]=2[CH3:24])[CH2:9][C:10]([C:12]2[CH:17]=[N:16][CH:15]=[CH:14][N:13]=2)=O)=[CH:4][CH:3]=1.Cl.[NH2:26][OH:27].C([O-])(O)=O.[Na+], predict the reaction product. The product is: [Br:1][C:2]1[CH:7]=[CH:6][C:5]([CH:8]([C:18]2[CH:23]=[CH:22][CH:21]=[CH:20][C:19]=2[CH3:24])[CH2:9]/[C:10](/[C:12]2[CH:17]=[N:16][CH:15]=[CH:14][N:13]=2)=[N:26]\[OH:27])=[CH:4][CH:3]=1. (4) Given the reactants [CH2:1]([O:8][CH2:9][CH2:10][CH2:11][CH2:12][C:13]([NH:15][NH:16][C:17](=O)[C:18]([O:20][CH2:21][CH3:22])=[O:19])=O)[C:2]1[CH:7]=[CH:6][CH:5]=[CH:4][CH:3]=1.P12(SP3(SP(SP(S3)(S1)=S)(=S)S2)=S)=[S:25], predict the reaction product. The product is: [CH2:1]([O:8][CH2:9][CH2:10][CH2:11][CH2:12][C:13]1[S:25][C:17]([C:18]([O:20][CH2:21][CH3:22])=[O:19])=[N:16][N:15]=1)[C:2]1[CH:7]=[CH:6][CH:5]=[CH:4][CH:3]=1. (5) The product is: [CH2:15]([C:7]1[C:8]2[O:12][N:11]=[C:10]([CH3:13])[C:9]=2[CH:14]=[C:5]([OH:4])[CH:6]=1)[CH:16]=[CH2:17]. Given the reactants C([O:4][C:5]1[CH:6]=[C:7]([CH2:15][CH:16]=[CH2:17])[C:8]2[O:12][N:11]=[C:10]([CH3:13])[C:9]=2[CH:14]=1)(=O)C.Cl.CO, predict the reaction product. (6) Given the reactants [F:1][C:2]1[CH:3]=[C:4]([OH:9])[CH:5]=[CH:6][C:7]=1[F:8].[Br:10][CH2:11][CH2:12][CH2:13]Br, predict the reaction product. The product is: [Br:10][CH2:11][CH2:12][CH2:13][O:9][C:4]1[CH:5]=[CH:6][C:7]([F:8])=[C:2]([F:1])[CH:3]=1.